Dataset: Forward reaction prediction with 1.9M reactions from USPTO patents (1976-2016). Task: Predict the product of the given reaction. (1) Given the reactants Cl.[CH3:2][NH:3][C:4](=[O:31])[CH2:5][NH:6][C:7](=[O:30])[CH2:8][C@H:9]1[CH2:20][CH2:19][C:18]2[S:17][C:16]3[N:15]=[CH:14][N:13]=[C:12]([O:21][CH:22]4[CH2:27][CH2:26][CH:25]([NH:28][CH3:29])[CH2:24][CH2:23]4)[C:11]=3[C:10]1=2.C=O.[C:34]([BH3-])#N.[Na+], predict the reaction product. The product is: [CH3:29][N:28]([CH3:34])[CH:25]1[CH2:24][CH2:23][CH:22]([O:21][C:12]2[C:11]3[C:10]4[C@@H:9]([CH2:8][C:7]([NH:6][CH2:5][C:4]([NH:3][CH3:2])=[O:31])=[O:30])[CH2:20][CH2:19][C:18]=4[S:17][C:16]=3[N:15]=[CH:14][N:13]=2)[CH2:27][CH2:26]1. (2) Given the reactants [Cl:1][C:2]1[CH:10]=[C:9]2[C:5]([C:6]([C:12]3[N:13]=[C:14]4[C:20]([C:21]([OH:23])=O)=[CH:19][NH:18][C:15]4=[N:16][CH:17]=3)=[N:7][N:8]2[CH3:11])=[CH:4][CH:3]=1.[NH2:24][C:25]1[CH:30]=[CH:29][CH:28]=[CH:27][CH:26]=1.CCN=C=NCCCN(C)C.CCN(C(C)C)C(C)C.CN(C(ON1N=NC2C=CC=NC1=2)=[N+](C)C)C.F[P-](F)(F)(F)(F)F, predict the reaction product. The product is: [Cl:1][C:2]1[CH:10]=[C:9]2[C:5]([C:6]([C:12]3[N:13]=[C:14]4[C:20]([C:21]([NH:24][C:25]5[CH:30]=[CH:29][CH:28]=[CH:27][CH:26]=5)=[O:23])=[CH:19][NH:18][C:15]4=[N:16][CH:17]=3)=[N:7][N:8]2[CH3:11])=[CH:4][CH:3]=1. (3) The product is: [F:27][CH:2]([F:1])[C:3]1[CH:4]=[CH:5][C:6]([F:26])=[C:7]([C:9]2[CH:14]=[CH:13][C:12]([CH2:15][OH:16])=[CH:11][C:10]=2[C:19]2[C:23]([CH3:24])([CH3:25])[CH2:22][CH2:21][CH:20]=2)[CH:8]=1. Given the reactants [F:1][CH:2]([F:27])[C:3]1[CH:4]=[CH:5][C:6]([F:26])=[C:7]([C:9]2[CH:14]=[CH:13][C:12]([C:15](OC)=[O:16])=[CH:11][C:10]=2[C:19]2[C:23]([CH3:25])([CH3:24])[CH2:22][CH2:21][CH:20]=2)[CH:8]=1.[H-].[H-].[H-].[H-].[Li+].[Al+3].[OH-].[Na+], predict the reaction product.